This data is from Forward reaction prediction with 1.9M reactions from USPTO patents (1976-2016). The task is: Predict the product of the given reaction. (1) Given the reactants [CH3:1][N:2]([C:12]1[CH:17]=[CH:16][C:15]([NH:18][CH2:19][CH:20]2[CH2:25][CH2:24][O:23][CH2:22][CH2:21]2)=[C:14]([N+:26]([O-])=O)[CH:13]=1)[S:3]([C:6]1[CH:11]=[CH:10][CH:9]=[CH:8][CH:7]=1)(=[O:5])=[O:4], predict the reaction product. The product is: [NH2:26][C:14]1[CH:13]=[C:12]([N:2]([CH3:1])[S:3]([C:6]2[CH:11]=[CH:10][CH:9]=[CH:8][CH:7]=2)(=[O:5])=[O:4])[CH:17]=[CH:16][C:15]=1[NH:18][CH2:19][CH:20]1[CH2:25][CH2:24][O:23][CH2:22][CH2:21]1. (2) Given the reactants [CH2:1]([O:3][C:4]1[CH:9]=[CH:8][C:7]([N:10]=[C:11]=[O:12])=[CH:6][CH:5]=1)[CH3:2].[NH2:13][CH2:14][CH2:15][CH2:16][N:17]1[CH2:22][CH2:21][CH:20]([C:23]2[CH:24]=[C:25]([NH:29][C:30](=[O:34])[CH:31]([CH3:33])[CH3:32])[CH:26]=[CH:27][CH:28]=2)[CH2:19][CH2:18]1, predict the reaction product. The product is: [CH2:1]([O:3][C:4]1[CH:9]=[CH:8][C:7]([NH:10][C:11]([NH:13][CH2:14][CH2:15][CH2:16][N:17]2[CH2:22][CH2:21][CH:20]([C:23]3[CH:24]=[C:25]([NH:29][C:30](=[O:34])[CH:31]([CH3:32])[CH3:33])[CH:26]=[CH:27][CH:28]=3)[CH2:19][CH2:18]2)=[O:12])=[CH:6][CH:5]=1)[CH3:2]. (3) The product is: [NH2:11][C:8]1[CH:9]=[CH:10][C:5]([C:4]([NH:3][CH2:1][CH3:2])=[O:16])=[CH:6][C:7]=1[NH:14][CH3:15]. Given the reactants [CH2:1]([NH:3][C:4](=[O:16])[C:5]1[CH:10]=[CH:9][C:8]([N+:11]([O-])=O)=[C:7]([NH:14][CH3:15])[CH:6]=1)[CH3:2], predict the reaction product. (4) The product is: [CH3:16][S:17][C:2]1[CH:9]=[C:8]([C:10]2[CH:15]=[CH:14][CH:13]=[CH:12][CH:11]=2)[CH:7]=[CH:6][C:3]=1[CH:4]=[O:5]. Given the reactants F[C:2]1[CH:9]=[C:8]([C:10]2[CH:15]=[CH:14][CH:13]=[CH:12][CH:11]=2)[CH:7]=[CH:6][C:3]=1[CH:4]=[O:5].[CH3:16][S-:17].[Na+], predict the reaction product. (5) Given the reactants [C:1]([NH:4][C@H:5]([C@H:11]1[C@H:15]([NH:16][C:17]([NH:26][C:27]([O:29][C:30]([CH3:33])([CH3:32])[CH3:31])=[O:28])=[N:18][C:19]([O:21][C:22]([CH3:25])([CH3:24])[CH3:23])=[O:20])[CH2:14][C@H:13]([C:34]([O:36]C)=[O:35])[C@H:12]1[OH:38])[CH:6]([CH2:9][CH3:10])[CH2:7][CH3:8])(=[O:3])[CH3:2].[OH-].[Na+], predict the reaction product. The product is: [C:1]([NH:4][C@H:5]([C@H:11]1[C@H:15]([NH:16][C:17]([NH:26][C:27]([O:29][C:30]([CH3:33])([CH3:32])[CH3:31])=[O:28])=[N:18][C:19]([O:21][C:22]([CH3:24])([CH3:23])[CH3:25])=[O:20])[CH2:14][C@H:13]([C:34]([OH:36])=[O:35])[C@H:12]1[OH:38])[CH:6]([CH2:7][CH3:8])[CH2:9][CH3:10])(=[O:3])[CH3:2]. (6) Given the reactants CCCCCC.C([Li])CCC.[CH3:12][O:13][C:14]1[C:19]2[CH:20]=[CH:21][S:22][C:18]=2[CH:17]=[CH:16][CH:15]=1.C([O:26][B:27](OC(C)C)[O:28]C(C)C)(C)C, predict the reaction product. The product is: [CH3:12][O:13][C:14]1[C:19]2[CH:20]=[C:21]([B:27]([OH:28])[OH:26])[S:22][C:18]=2[CH:17]=[CH:16][CH:15]=1. (7) Given the reactants CS(O[CH2:6][CH2:7][C@H:8]1[S:14][C@H:13]([C:15]2[CH:20]=[CH:19][CH:18]=[C:17]([O:21][CH3:22])[C:16]=2[O:23][CH3:24])[C:12]2[CH:25]=[C:26]([Cl:29])[CH:27]=[CH:28][C:11]=2[N:10]2[C:30]([CH:33]3[CH2:35][CH2:34]3)=[N:31][N:32]=[C:9]12)(=O)=O.[C-:36]#[N:37].[Na+].O, predict the reaction product. The product is: [Cl:29][C:26]1[CH:27]=[CH:28][C:11]2[N:10]3[C:30]([CH:33]4[CH2:35][CH2:34]4)=[N:31][N:32]=[C:9]3[C@@H:8]([CH2:7][CH2:6][C:36]#[N:37])[S:14][C@H:13]([C:15]3[CH:20]=[CH:19][CH:18]=[C:17]([O:21][CH3:22])[C:16]=3[O:23][CH3:24])[C:12]=2[CH:25]=1. (8) Given the reactants [CH3:1][O:2][C:3]1[N:8]=[C:7]2[CH:9]=[CH:10][N:11]([CH3:12])[C:6]2=[CH:5][C:4]=1B(O)O.C(=O)([O-])[O-].[Na+].[Na+].[Cl-].[Li+].FC(F)(F)S(O[C:30]1[CH2:35][CH2:34][N:33]([C:36]([O:38][C:39]([CH3:42])([CH3:41])[CH3:40])=[O:37])[CH2:32][CH:31]=1)(=O)=O, predict the reaction product. The product is: [CH3:1][O:2][C:3]1[N:8]=[C:7]2[CH:9]=[CH:10][N:11]([CH3:12])[C:6]2=[CH:5][C:4]=1[C:30]1[CH2:35][CH2:34][N:33]([C:36]([O:38][C:39]([CH3:42])([CH3:41])[CH3:40])=[O:37])[CH2:32][CH:31]=1.